This data is from Forward reaction prediction with 1.9M reactions from USPTO patents (1976-2016). The task is: Predict the product of the given reaction. Given the reactants C([O:8][N:9]1[C:18]2[C:13](=[CH:14][CH:15]=[CH:16][N:17]=2)[C:12]([C:19]2[CH2:28][CH2:27][C:26]3[C:21](=[CH:22][CH:23]=[CH:24][CH:25]=3)[CH:20]=2)=[CH:11][C:10]1=[O:29])C1C=CC=CC=1, predict the reaction product. The product is: [CH:20]1[C:21]2[C:26](=[CH:25][CH:24]=[CH:23][CH:22]=2)[CH2:27][CH2:28][C:19]=1[C:12]1[C:13]2[C:18](=[N:17][CH:16]=[CH:15][CH:14]=2)[N:9]([OH:8])[C:10](=[O:29])[CH:11]=1.